Task: Predict the reactants needed to synthesize the given product.. Dataset: Full USPTO retrosynthesis dataset with 1.9M reactions from patents (1976-2016) (1) Given the product [CH2:1]([O:3][C:4](=[O:13])[C:5]1[CH:10]=[C:9]([Cl:30])[C:8]([CH3:11])=[CH:7][C:6]=1[NH2:12])[CH3:2], predict the reactants needed to synthesize it. The reactants are: [CH2:1]([O:3][C:4](=[O:13])[C:5]1[CH:10]=[CH:9][C:8]([CH3:11])=[CH:7][C:6]=1[NH2:12])[CH3:2].C(OC(=O)C1C=C(C(F)(F)F)C(C=O)=C([Cl:30])C=1N)C. (2) Given the product [ClH:44].[CH3:1][C:2]1[N:6]([CH2:7][C:8]2[C:16]3[O:15][C:14]([C:17]4[CH:18]=[CH:19][CH:20]=[CH:21][CH:22]=4)=[CH:13][C:12]=3[CH:11]=[C:10]([S:23]([CH3:26])(=[O:24])=[O:25])[CH:9]=2)[N:5]=[C:4]([C:27]([NH:29][CH2:30][CH:31]2[CH2:32][CH2:33][NH:34][CH2:35][CH2:36]2)=[O:28])[CH:3]=1, predict the reactants needed to synthesize it. The reactants are: [CH3:1][C:2]1[N:6]([CH2:7][C:8]2[C:16]3[O:15][C:14]([C:17]4[CH:22]=[CH:21][CH:20]=[CH:19][CH:18]=4)=[CH:13][C:12]=3[CH:11]=[C:10]([S:23]([CH3:26])(=[O:25])=[O:24])[CH:9]=2)[N:5]=[C:4]([C:27]([NH:29][CH2:30][CH:31]2[CH2:36][CH2:35][N:34](C(OC(C)(C)C)=O)[CH2:33][CH2:32]2)=[O:28])[CH:3]=1.[ClH:44].